Dataset: NCI-60 drug combinations with 297,098 pairs across 59 cell lines. Task: Regression. Given two drug SMILES strings and cell line genomic features, predict the synergy score measuring deviation from expected non-interaction effect. (1) Drug 1: CN1CCC(CC1)COC2=C(C=C3C(=C2)N=CN=C3NC4=C(C=C(C=C4)Br)F)OC. Drug 2: C1=CC(=CC=C1CCCC(=O)O)N(CCCl)CCCl. Cell line: CAKI-1. Synergy scores: CSS=59.9, Synergy_ZIP=-0.820, Synergy_Bliss=0.514, Synergy_Loewe=-20.4, Synergy_HSA=5.36. (2) Drug 1: C1C(C(OC1N2C=C(C(=O)NC2=O)F)CO)O. Drug 2: C1=CC=C(C=C1)NC(=O)CCCCCCC(=O)NO. Cell line: RXF 393. Synergy scores: CSS=9.97, Synergy_ZIP=-2.32, Synergy_Bliss=2.23, Synergy_Loewe=3.33, Synergy_HSA=3.82. (3) Synergy scores: CSS=4.95, Synergy_ZIP=-7.33, Synergy_Bliss=-11.4, Synergy_Loewe=-12.0, Synergy_HSA=-8.64. Drug 1: COC1=C2C(=CC3=C1OC=C3)C=CC(=O)O2. Cell line: SK-MEL-28. Drug 2: C1CCC(C(C1)N)N.C(=O)(C(=O)[O-])[O-].[Pt+4].